Dataset: Forward reaction prediction with 1.9M reactions from USPTO patents (1976-2016). Task: Predict the product of the given reaction. (1) Given the reactants [F:1][C:2]1[CH:7]=[CH:6][C:5]([F:8])=[CH:4][C:3]=1[C@H:9]1[CH2:13][CH2:12][CH2:11][N:10]1[C:14]1[CH:15]=[CH:16][C:17]2[N:18]([C:20]([NH:23][C:24]([N:26]3[CH2:31][CH2:30][N:29](C(OC(C)(C)C)=O)[CH2:28][CH2:27]3)=[O:25])=[CH:21][N:22]=2)[N:19]=1.[ClH:39], predict the reaction product. The product is: [ClH:39].[F:1][C:2]1[CH:7]=[CH:6][C:5]([F:8])=[CH:4][C:3]=1[C@H:9]1[CH2:13][CH2:12][CH2:11][N:10]1[C:14]1[CH:15]=[CH:16][C:17]2[N:18]([C:20]([NH:23][C:24]([N:26]3[CH2:27][CH2:28][NH:29][CH2:30][CH2:31]3)=[O:25])=[CH:21][N:22]=2)[N:19]=1. (2) Given the reactants [CH:1]([C:3]1[CH:10]=[CH:9][C:6]([C:7]#[N:8])=[CH:5][CH:4]=1)=O.[NH:11]1[CH2:14][CH:13]([C:15]([O:17][CH3:18])=[O:16])[CH2:12]1.C(O)(=O)C.C(O[BH-](OC(=O)C)OC(=O)C)(=O)C.[Na+], predict the reaction product. The product is: [C:7]([C:6]1[CH:9]=[CH:10][C:3]([CH2:1][N:11]2[CH2:14][CH:13]([C:15]([O:17][CH3:18])=[O:16])[CH2:12]2)=[CH:4][CH:5]=1)#[N:8]. (3) Given the reactants [CH2:1]([N:5](CCCC)CCCC)[CH2:2]CC.[CH:14]1[CH:19]=[C:18]2[CH:20]([CH2:27][O:28]C(NCC(O)=O)=O)[C:21]3[C:26]([C:17]2=[CH:16][CH:15]=1)=[CH:25][CH:24]=[CH:23][CH:22]=3.ClC(OCC(C)C)=[O:38].[NH2:44][C@H:45]1[CH2:68][CH2:67][C@@:66]2([CH3:69])[C@H:47]([CH2:48][CH2:49][C@@H:50]3[C@@H:65]2[CH2:64][C@H:63]([OH:70])[C@@:62]2([CH3:71])[C@H:51]3[CH2:52][CH2:53][C@@H:54]2[C@H:55]([CH3:61])[CH2:56][CH2:57][C:58]([OH:60])=[O:59])[CH2:46]1, predict the reaction product. The product is: [CH:22]1[C:21]2[CH:20]([CH2:27][O:28][NH:5][CH2:1][C:2]([NH:44][C@H:45]3[CH2:68][CH2:67][C@@:66]4([CH3:69])[C@H:47]([CH2:48][CH2:49][C@@H:50]5[C@@H:65]4[CH2:64][CH:63]([OH:70])[C@@:62]4([CH3:71])[C@H:51]5[CH2:52][CH2:53][C@@H:54]4[C@H:55]([CH3:61])[CH2:56][CH2:57][C:58]([OH:60])=[O:59])[CH2:46]3)=[O:38])[C:18]3[C:17](=[CH:16][CH:15]=[CH:14][CH:19]=3)[C:26]=2[CH:25]=[CH:24][CH:23]=1. (4) The product is: [Cl:24][C:17]1[N:16]=[C:15]2[C:20]([N:21]=[CH:22][N:14]2[C@@H:12]2[CH2:13][C@H:9]([N:8]3[N:36]=[C:37]([CH2:39][OH:40])[CH:38]=[N:34]3)[C@@H:10]([OH:26])[C@H:11]2[OH:25])=[C:19]([Cl:23])[N:18]=1. Given the reactants C([N:8](C(OC(C)(C)C)=O)[C@H:9]1[CH2:13][C@@H:12]([N:14]2[CH:22]=[N:21][C:20]3[C:15]2=[N:16][C:17]([Cl:24])=[N:18][C:19]=3[Cl:23])[C@H:11]([OH:25])[C@@H:10]1[OH:26])(OC(C)(C)C)=O.[N:34]1N[N:36]=[C:37]([CH2:39][OH:40])[CH:38]=1, predict the reaction product.